From a dataset of Catalyst prediction with 721,799 reactions and 888 catalyst types from USPTO. Predict which catalyst facilitates the given reaction. (1) Reactant: [Br:1][C:2]1[CH:10]=[C:9]([N+:11]([O-])=O)[C:5]([C:6]([OH:8])=[O:7])=[CH:4][N:3]=1.[CH:14]([Mg]Br)=[CH2:15]. Product: [Br:1][C:2]1[C:10]2[CH:14]=[CH:15][NH:11][C:9]=2[C:5]([C:6]([OH:8])=[O:7])=[CH:4][N:3]=1. The catalyst class is: 1. (2) Reactant: [NH2:1][C:2]1[CH:3]=[CH:4][C:5]([O:19][CH2:20][CH2:21][CH3:22])=[C:6]([C:8]2[NH:13][C:12](=[O:14])[C:11]([Br:15])=[C:10]([CH:16]([CH3:18])[CH3:17])[N:9]=2)[CH:7]=1.[CH2:23]([N:25]=[C:26]=[S:27])[CH3:24].C(N(CC)CC)C. Product: [CH:16]([C:10]1[N:9]=[C:8]([C:6]2[CH:7]=[C:2]([NH:1][C:26]([NH:25][CH2:23][CH3:24])=[S:27])[CH:3]=[CH:4][C:5]=2[O:19][CH2:20][CH2:21][CH3:22])[NH:13][C:12](=[O:14])[C:11]=1[Br:15])([CH3:18])[CH3:17]. The catalyst class is: 8. (3) Reactant: [F:1][C:2]1[CH:7]=[CH:6][CH:5]=[C:4]([F:8])[C:3]=1[N:9]1[C:14]2[N:15]=[C:16](S(C)=O)[N:17]=[C:18]([C:19]3[CH:20]=[C:21]([CH:32]=[CH:33][C:34]=3[CH3:35])[C:22]([NH:24][C:25]3[CH:30]=[CH:29][C:28]([F:31])=[CH:27][CH:26]=3)=[O:23])[C:13]=2[CH2:12][NH:11][C:10]1=[O:39].[CH3:40][N:41]([CH3:46])[CH2:42][CH2:43][CH2:44][NH2:45]. Product: [F:1][C:2]1[CH:7]=[CH:6][CH:5]=[C:4]([F:8])[C:3]=1[N:9]1[C:14]2[N:15]=[C:16]([NH:45][CH2:44][CH2:43][CH2:42][N:41]([CH3:46])[CH3:40])[N:17]=[C:18]([C:19]3[CH:20]=[C:21]([CH:32]=[CH:33][C:34]=3[CH3:35])[C:22]([NH:24][C:25]3[CH:30]=[CH:29][C:28]([F:31])=[CH:27][CH:26]=3)=[O:23])[C:13]=2[CH2:12][NH:11][C:10]1=[O:39]. The catalyst class is: 1. (4) The catalyst class is: 199. Product: [F:8][C:9]1[C:10]([O:32][CH2:33][CH2:34][CH:35]2[CH2:40][CH2:39][N:38]([CH2:2][CH2:3][OH:4])[CH2:37][CH2:36]2)=[C:11]2[C:16](=[CH:17][CH:18]=1)[N:15]=[C:14]([C:19]([NH:21][CH2:22][C:23]1[CH:28]=[CH:27][CH:26]=[C:25]([O:29][CH3:30])[CH:24]=1)=[O:20])[NH:13][C:12]2=[O:31]. Reactant: F[C:2](F)(F)[C:3]([O-])=[O:4].[F:8][C:9]1[C:10]([O:32][CH2:33][CH2:34][CH:35]2[CH2:40][CH2:39][NH:38][CH2:37][CH2:36]2)=[C:11]2[C:16](=[CH:17][CH:18]=1)[N:15]=[C:14]([C:19]([NH:21][CH2:22][C:23]1[CH:28]=[CH:27][CH:26]=[C:25]([O:29][CH3:30])[CH:24]=1)=[O:20])[NH:13][C:12]2=[O:31].C(N(CC)CC)C.BrC(O)C.C1(S)C=CC=CC=1.